Dataset: Forward reaction prediction with 1.9M reactions from USPTO patents (1976-2016). Task: Predict the product of the given reaction. (1) Given the reactants [CH3:1][O:2][C:3]([C:5]1[NH:6][CH:7]=[C:8]([C:10](=[O:14])[CH:11]([CH3:13])[CH3:12])[CH:9]=1)=[O:4].C(=O)([O-])[O-].[Cs+].[Cs+].Br[CH2:22][C:23]1[CH:28]=[CH:27][C:26]([F:29])=[C:25]([F:30])[CH:24]=1.O, predict the reaction product. The product is: [CH3:1][O:2][C:3]([C:5]1[N:6]([CH2:22][C:23]2[CH:28]=[CH:27][C:26]([F:29])=[C:25]([F:30])[CH:24]=2)[CH:7]=[C:8]([C:10](=[O:14])[CH:11]([CH3:12])[CH3:13])[CH:9]=1)=[O:4]. (2) Given the reactants [I:1][C:2]1[C:3](=O)[C:4]([C:9]([NH2:11])=O)=[CH:5][NH:6][C:7]=1[CH3:8].P(Cl)(Cl)([Cl:15])=O, predict the reaction product. The product is: [Cl:15][C:3]1[C:4]([C:9]#[N:11])=[CH:5][N:6]=[C:7]([CH3:8])[C:2]=1[I:1]. (3) Given the reactants [Cl:1][C:2]1[CH:3]=[C:4]2[C:8](=[CH:9][CH:10]=1)[NH:7][CH:6]=[C:5]2[C:11]([OH:13])=[O:12].S(=O)(=O)(O)O.[CH2:19](O)[CH3:20], predict the reaction product. The product is: [Cl:1][C:2]1[CH:3]=[C:4]2[C:8](=[CH:9][CH:10]=1)[NH:7][CH:6]=[C:5]2[C:11]([O:13][CH2:19][CH3:20])=[O:12].